This data is from Reaction yield outcomes from USPTO patents with 853,638 reactions. The task is: Predict the reaction yield, written as a fraction of the theoretical maximum amount of product (1.0 means a 100% yield; for example, 0.34 means a 34% yield). (1) The reactants are [CH3:1][C:2]1[CH:7]=[C:6]([O:8][C:9]2[N:14]=[CH:13][CH:12]=[CH:11][N:10]=2)[CH:5]=[C:4]([CH3:15])[C:3]=1[C:16]1[N:17]=[C:18]([NH2:21])[S:19][CH:20]=1.C(N(CC)CC)C.Cl.[C:30](Cl)(=[O:37])[C:31]1[CH:36]=[CH:35][N:34]=[CH:33][CH:32]=1. The catalyst is C1COCC1. The product is [CH3:15][C:4]1[CH:5]=[C:6]([O:8][C:9]2[N:10]=[CH:11][CH:12]=[CH:13][N:14]=2)[CH:7]=[C:2]([CH3:1])[C:3]=1[C:16]1[N:17]=[C:18]([NH:21][C:30](=[O:37])[C:31]2[CH:36]=[CH:35][N:34]=[CH:33][CH:32]=2)[S:19][CH:20]=1. The yield is 0.380. (2) The reactants are [NH2:1][C:2]1[CH:7]=[CH:6][C:5]([N:8]2[CH2:13][CH2:12][N:11]([CH3:14])[CH2:10][CH2:9]2)=[CH:4][CH:3]=1.C1(P(C2CCCCC2)C2C=CC=CC=2C2C(C(C)C)=CC(C(C)C)=CC=2C(C)C)CCCCC1.CC(C)([O-])C.[Na+].I[C:56]1[N:72]=[C:59]2[CH:60]=[CH:61][CH:62]=[C:63]([C:64]3[CH:69]=[CH:68][C:67]([O:70][CH3:71])=[CH:66][CH:65]=3)[N:58]2[N:57]=1.N#N.C(O)(=O)C. The catalyst is CN(C)C=O. The product is [CH3:71][O:70][C:67]1[CH:66]=[CH:65][C:64]([C:63]2[N:58]3[N:57]=[C:56]([NH:1][C:2]4[CH:3]=[CH:4][C:5]([N:8]5[CH2:9][CH2:10][N:11]([CH3:14])[CH2:12][CH2:13]5)=[CH:6][CH:7]=4)[N:72]=[C:59]3[CH:60]=[CH:61][CH:62]=2)=[CH:69][CH:68]=1. The yield is 0.300. (3) The yield is 0.710. The reactants are [CH3:1][C:2]([CH3:45])([CH2:22][N:23]1[C:27]2[CH:28]=[CH:29][CH:30]=[CH:31][C:26]=2[N:25]=[C:24]1[CH2:32][N:33]([CH3:44])[CH:34]1[C:43]2[N:42]=[CH:41][CH:40]=[CH:39][C:38]=2[CH2:37][CH2:36][CH2:35]1)[CH2:3][NH:4]/[C:5](/[NH:14]C(=O)OC(C)(C)C)=[N:6]/C(=O)OC(C)(C)C.N1CC(CN2C3C=CC=CC=3N=C2CN(C)C2C3N=CC=CC=3CCC2)C1. No catalyst specified. The product is [CH3:1][C:2]([CH3:45])([CH2:22][N:23]1[C:27]2[CH:28]=[CH:29][CH:30]=[CH:31][C:26]=2[N:25]=[C:24]1[CH2:32][N:33]([CH3:44])[CH:34]1[C:43]2[N:42]=[CH:41][CH:40]=[CH:39][C:38]=2[CH2:37][CH2:36][CH2:35]1)[CH2:3][NH:4][C:5]([NH2:14])=[NH:6]. (4) The reactants are [ClH:1].[OH:2][C@H:3]1[CH2:7][N:6](C(OC(C)(C)C)=O)[C@@H:5]([C:15](=[O:30])[NH:16][C:17]2[CH:22]=[CH:21][C:20]([N:23]3[CH2:28][CH2:27][O:26][CH2:25][C:24]3=[O:29])=[CH:19][CH:18]=2)[CH2:4]1. The catalyst is O1CCOCC1. The product is [ClH:1].[O:29]=[C:24]1[CH2:25][O:26][CH2:27][CH2:28][N:23]1[C:20]1[CH:19]=[CH:18][C:17]([NH:16][C:15]([C@H:5]2[CH2:4][C@@H:3]([OH:2])[CH2:7][NH:6]2)=[O:30])=[CH:22][CH:21]=1. The yield is 1.00. (5) The reactants are [NH2:1][C:2]1[CH:7]=[CH:6][C:5]([C:8]([N:10]2[CH2:14][CH2:13][C@@H:12]([NH:15][C:16]3[N:21]=[C:20]([C:22]4[C:30]5[C:25](=[CH:26][CH:27]=[CH:28][CH:29]=5)[N:24](S(C5C=CC=CC=5)(=O)=O)[CH:23]=4)[C:19]([Cl:40])=[CH:18][N:17]=3)[CH2:11]2)=[O:9])=[CH:4][CH:3]=1.[OH-].[Na+]. The catalyst is O1CCOCC1.C(Cl)(Cl)Cl.CC(O)C. The product is [NH2:1][C:2]1[CH:7]=[CH:6][C:5]([C:8]([N:10]2[CH2:14][CH2:13][C@@H:12]([NH:15][C:16]3[N:21]=[C:20]([C:22]4[C:30]5[C:25](=[CH:26][CH:27]=[CH:28][CH:29]=5)[NH:24][CH:23]=4)[C:19]([Cl:40])=[CH:18][N:17]=3)[CH2:11]2)=[O:9])=[CH:4][CH:3]=1. The yield is 1.00. (6) The reactants are [NH:1]1[C:9]2[C:4](=[CH:5][CH:6]=[CH:7][CH:8]=2)[C:3]([CH2:10][C:11]([OH:13])=[O:12])=[CH:2]1.O=S(Cl)Cl.[CH3:18][CH2:19]O. No catalyst specified. The product is [CH2:18]([O:12][C:11](=[O:13])[CH2:10][C:3]1[C:4]2[C:9](=[CH:8][CH:7]=[CH:6][CH:5]=2)[NH:1][CH:2]=1)[CH3:19]. The yield is 0.950. (7) The reactants are Br[C:2]1[N:6]2[CH:7]=[CH:8][CH:9]=[CH:10][C:5]2=[N:4][C:3]=1[CH:11]([O:16][C:17]([CH3:20])([CH3:19])[CH3:18])[C:12]([O:14][CH3:15])=[O:13].C(=O)([O-])[O-].[Na+].[Na+].CC1(C)C(C)(C)OB([C:35]2[CH:36]=[C:37]3[C:42](=[CH:43][CH:44]=2)[O:41][CH2:40][CH2:39][CH2:38]3)O1. The catalyst is C1(C)C=CC=CC=1.C1(P(C2C=CC=CC=2)C2C=CC=CC=2)C=CC=CC=1.C1(P(C2C=CC=CC=2)C2C=CC=CC=2)C=CC=CC=1.C1(P(C2C=CC=CC=2)C2C=CC=CC=2)C=CC=CC=1.C1(P(C2C=CC=CC=2)C2C=CC=CC=2)C=CC=CC=1.[Pd].O.C(O)C. The product is [C:17]([O:16][CH:11]([C:3]1[N:4]=[C:5]2[CH:10]=[CH:9][CH:8]=[CH:7][N:6]2[C:2]=1[C:35]1[CH:44]=[CH:43][C:42]2[O:41][CH2:40][CH2:39][CH2:38][C:37]=2[CH:36]=1)[C:12]([O:14][CH3:15])=[O:13])([CH3:20])([CH3:19])[CH3:18]. The yield is 0.450. (8) The reactants are [NH2:1][C:2]1[NH:3][C:4](=[O:16])[C:5]2[C:13]3[C:8](=[CH:9][CH:10]=[CH:11][C:12]=3[Cl:14])[NH:7][C:6]=2[N:15]=1.[CH3:17][C:18]1[CH:23]=CN=C(N)[C:19]=1C.C(N(CC)CC)C.C(Cl)(Cl)Cl.[CH3:37][OH:38]. No catalyst specified. The product is [Cl:14][C:12]1[CH:11]=[CH:10][CH:9]=[C:8]2[C:13]=1[C:5]1[C:37](=[O:38])[NH:1][C:2]([NH:3][C:4](=[O:16])[C:18]([CH3:23])([CH3:19])[CH3:17])=[N:15][C:6]=1[NH:7]2. The yield is 0.400. (9) The reactants are [Br:1][C:2]1[C:10]2[C:9](Cl)=[N:8][CH:7]=[N:6][C:5]=2[N:4]([CH2:12][O:13][CH3:14])[CH:3]=1.[OH-].[NH4+:16]. No catalyst specified. The product is [Br:1][C:2]1[C:10]2[C:9]([NH2:16])=[N:8][CH:7]=[N:6][C:5]=2[N:4]([CH2:12][O:13][CH3:14])[CH:3]=1. The yield is 0.710.